This data is from Forward reaction prediction with 1.9M reactions from USPTO patents (1976-2016). The task is: Predict the product of the given reaction. (1) Given the reactants [CH3:1][N:2]([CH3:17])[C:3]1[CH:8]=[CH:7][C:6]([NH:9][C:10]([C:12]2[CH:16]=[CH:15][NH:14][N:13]=2)=[O:11])=[CH:5][CH:4]=1.[CH2:18]([C:23]1[CH:31]=[CH:30][C:26]([C:27](Cl)=[O:28])=[CH:25][CH:24]=1)[CH2:19][CH2:20][CH2:21][CH3:22], predict the reaction product. The product is: [CH3:1][N:2]([CH3:17])[C:3]1[CH:4]=[CH:5][C:6]([NH:9][C:10]([C:12]2[CH:16]=[CH:15][N:14]([C:27](=[O:28])[C:26]3[CH:30]=[CH:31][C:23]([CH2:18][CH2:19][CH2:20][CH2:21][CH3:22])=[CH:24][CH:25]=3)[N:13]=2)=[O:11])=[CH:7][CH:8]=1. (2) Given the reactants [Cl:1][C:2]1[CH:7]=[CH:6][C:5]([C:8](=[O:18])[CH2:9][C:10]2[CH:15]=[CH:14][C:13]([Cl:16])=[CH:12][C:11]=2[Cl:17])=[CH:4][CH:3]=1.[CH3:19]N(CN(C)C)C.C(OC(=O)C)(=O)C, predict the reaction product. The product is: [Cl:1][C:2]1[CH:7]=[CH:6][C:5]([C:8](=[O:18])[C:9]([C:10]2[CH:15]=[CH:14][C:13]([Cl:16])=[CH:12][C:11]=2[Cl:17])=[CH2:19])=[CH:4][CH:3]=1.